Dataset: Full USPTO retrosynthesis dataset with 1.9M reactions from patents (1976-2016). Task: Predict the reactants needed to synthesize the given product. (1) Given the product [Br:1][C:2]1[CH:3]=[N:4][N:5]2[C:10]([OH:11])=[C:9]([C:12]([N:24]3[CH2:25][CH2:26][CH:21]([C:15]4[CH:20]=[CH:19][CH:18]=[CH:17][CH:16]=4)[CH2:22][CH2:23]3)=[O:14])[CH:8]=[N:7][C:6]=12, predict the reactants needed to synthesize it. The reactants are: [Br:1][C:2]1[CH:3]=[N:4][N:5]2[C:10]([OH:11])=[C:9]([C:12]([OH:14])=O)[CH:8]=[N:7][C:6]=12.[C:15]1([CH:21]2[CH2:26][CH2:25][NH:24][CH2:23][CH2:22]2)[CH:20]=[CH:19][CH:18]=[CH:17][CH:16]=1.C(N(CC)CC)C.C(OCC)(=O)C.Cl. (2) Given the product [Cl:29][C:25]1[CH:26]=[CH:27][CH:28]=[C:23]([Cl:22])[C:24]=1[C:30]1[C:34]([CH2:35][O:1][C:2]2[CH:10]=[C:9]3[C:5]([C:6]([CH2:11][C:12]4[CH:13]=[C:14]([CH:19]=[CH:20][CH:21]=4)[C:15]([O:17][CH3:18])=[O:16])=[CH:7][NH:8]3)=[CH:4][CH:3]=2)=[C:33]([CH:37]([CH3:39])[CH3:38])[O:32][N:31]=1, predict the reactants needed to synthesize it. The reactants are: [OH:1][C:2]1[CH:10]=[C:9]2[C:5]([C:6]([CH2:11][C:12]3[CH:13]=[C:14]([CH:19]=[CH:20][CH:21]=3)[C:15]([O:17][CH3:18])=[O:16])=[CH:7][NH:8]2)=[CH:4][CH:3]=1.[Cl:22][C:23]1[CH:28]=[CH:27][CH:26]=[C:25]([Cl:29])[C:24]=1[C:30]1[C:34]([CH2:35]O)=[C:33]([CH:37]([CH3:39])[CH3:38])[O:32][N:31]=1.C1(P(C2C=CC=CC=2)C2C=CC=CC=2)C=CC=CC=1.N(C(OC(C)C)=O)=NC(OC(C)C)=O. (3) The reactants are: [NH2:1][C:2]1[CH:3]=[CH:4][C:5]([F:22])=[C:6]([C@:8]2([CH3:21])[C@@H:13]([O:14][CH2:15][C:16]([F:19])([F:18])[F:17])[CH2:12][O:11][C:10]([NH2:20])=[N:9]2)[CH:7]=1.[F:23][C:24]([F:37])([F:36])[CH2:25][O:26][C:27]1[CH:28]=[CH:29][C:30]([C:33](O)=[O:34])=[N:31][CH:32]=1. Given the product [NH2:20][C:10]1[O:11][CH2:12][C@H:13]([O:14][CH2:15][C:16]([F:18])([F:19])[F:17])[C@:8]([C:6]2[CH:7]=[C:2]([NH:1][C:33]([C:30]3[CH:29]=[CH:28][C:27]([O:26][CH2:25][C:24]([F:37])([F:36])[F:23])=[CH:32][N:31]=3)=[O:34])[CH:3]=[CH:4][C:5]=2[F:22])([CH3:21])[N:9]=1, predict the reactants needed to synthesize it. (4) The reactants are: [F:1][C:2]1[CH:7]=[CH:6][C:5]([C:8](=[O:10])[CH3:9])=[CH:4][C:3]=1[OH:11].[CH3:12]N(C=O)C.C(=O)([O-])[O-].[Na+].[Na+].IC. Given the product [F:1][C:2]1[CH:7]=[CH:6][C:5]([C:8](=[O:10])[CH3:9])=[CH:4][C:3]=1[O:11][CH3:12], predict the reactants needed to synthesize it. (5) Given the product [CH2:8]([NH:2][C:3]1([CH2:6][OH:7])[CH2:5][CH2:4]1)[C:9]1[CH:14]=[CH:13][CH:12]=[CH:11][CH:10]=1, predict the reactants needed to synthesize it. The reactants are: Cl.[NH2:2][C:3]1([CH2:6][OH:7])[CH2:5][CH2:4]1.[CH:8](=O)[C:9]1[CH:14]=[CH:13][CH:12]=[CH:11][CH:10]=1.C(O[BH-](OC(=O)C)OC(=O)C)(=O)C.[Na+].C(=O)(O)[O-].[Na+]. (6) Given the product [CH:35]([C:38]1[CH:46]=[C:45]([CH3:47])[CH:44]=[CH:43][C:39]=1[C:40]([NH:12][C:13]1[CH:14]=[CH:15][C:16]([NH:19][CH2:27][CH2:28][C:29]2[CH:34]=[CH:33][CH:32]=[CH:31][N:30]=2)=[CH:17][CH:18]=1)=[O:41])([CH3:37])[CH3:36], predict the reactants needed to synthesize it. The reactants are: CN(C)CCCN=C=NCC.[NH2:12][C:13]1[CH:18]=[CH:17][C:16]([N:19]([CH2:27][CH2:28][C:29]2[CH:34]=[CH:33][CH:32]=[CH:31][N:30]=2)C(=O)OC(C)(C)C)=[CH:15][CH:14]=1.[CH:35]([C:38]1[CH:46]=[C:45]([CH3:47])[CH:44]=[CH:43][C:39]=1[C:40](O)=[O:41])([CH3:37])[CH3:36].ON1C2C=CC=CC=2N=N1.Cl.C(=O)([O-])[O-].[K+].[K+]. (7) Given the product [CH3:21][N:19]1[CH:20]=[C:16]([NH:15][C:13]2[N:14]=[C:9]([NH:8][C@@H:5]3[CH2:6][CH2:7][C@H:2]([NH:1][C:25](=[O:28])[C:26]#[CH:27])[CH2:3][CH2:4]3)[C:10]3[S:24][CH:23]=[CH:22][C:11]=3[N:12]=2)[CH:17]=[N:18]1, predict the reactants needed to synthesize it. The reactants are: [NH2:1][C@@H:2]1[CH2:7][CH2:6][C@H:5]([NH:8][C:9]2[C:10]3[S:24][CH:23]=[CH:22][C:11]=3[N:12]=[C:13]([NH:15][C:16]3[CH:17]=[N:18][N:19]([CH3:21])[CH:20]=3)[N:14]=2)[CH2:4][CH2:3]1.[C:25](O)(=[O:28])[C:26]#[CH:27].C(N(CC)C(C)C)(C)C.CN(C(ON1N=NC2C=CC=CC1=2)=[N+](C)C)C.[B-](F)(F)(F)F.